Dataset: Forward reaction prediction with 1.9M reactions from USPTO patents (1976-2016). Task: Predict the product of the given reaction. (1) Given the reactants [OH:1][C:2]1[N:10]=[CH:9][CH:8]=[CH:7][C:3]=1[C:4]([OH:6])=[O:5].[OH:11][S:12](O)(=[O:14])=[O:13].O=S(=O)=O, predict the reaction product. The product is: [OH:1][C:2]1[N:10]=[CH:9][C:8]([S:12]([OH:14])(=[O:13])=[O:11])=[CH:7][C:3]=1[C:4]([OH:6])=[O:5]. (2) Given the reactants [F:1][C:2]1[CH:10]=[CH:9][C:8]([F:11])=[C:7]2[C:3]=1[C:4](=O)[C:5](=[O:12])[NH:6]2.[N:14]([O-])=O.[Na+].OS(O)(=O)=O.Cl[Sn]Cl.[OH-:26].[Na+], predict the reaction product. The product is: [F:1][C:2]1[CH:10]=[CH:9][C:8]([F:11])=[C:7]2[C:3]=1[C:4]([C:5]([OH:12])=[O:26])=[N:14][NH:6]2.